Predict which catalyst facilitates the given reaction. From a dataset of Catalyst prediction with 721,799 reactions and 888 catalyst types from USPTO. (1) Reactant: N1CCCC1=O.[C:7]([NH2:11])([CH3:10])([CH3:9])[CH3:8].[CH3:12][CH2:13][C@@H:14]([C:16]([O:18][C@@H:19]1[C@@H:24]2[C@@H:25]([CH2:30][CH2:31][C@H:32]3[O:38][C:36](=[O:37])[CH2:35][C@H:34]([OH:39])[CH2:33]3)[C@@H:26]([CH3:29])[CH:27]=[CH:28][C:23]2=[CH:22][C@H:21]([CH3:40])[CH2:20]1)=[O:17])[CH3:15].CI.CCC(C(O[C@@H]1[C@@H]2[C@@H](CC[C@H]3OC(=O)C[C@H](O)C3)[C@@H](C)C=CC2=C[C@H](C)C1)=O)(C)C. Product: [CH3:12][CH2:13][C@@H:14]([C:16]([O:18][C@@H:19]1[C@@H:24]2[C@@H:25]([CH2:30][CH2:31][C@H:32]3[O:38][C:36](=[O:37])[CH2:35][C@H:34]([OH:39])[CH2:33]3)[C@@H:26]([CH3:29])[CH:27]=[CH:28][C:23]2=[CH:22][C@H:21]([CH3:40])[CH2:20]1)=[O:17])[CH3:15].[C:7]([NH2:11])([CH3:10])([CH3:9])[CH3:8]. The catalyst class is: 7. (2) Reactant: [CH3:1][O:2][C:3]([C:5]1[C:9]2[N:10]=[CH:11][NH:12][C:13](=[O:14])[C:8]=2[N:7]([CH2:15][O:16][CH2:17][CH2:18][Si:19]([CH3:22])([CH3:21])[CH3:20])[C:6]=1[Cl:23])=[O:4].Br.BrC[N:27]1[CH:36]=[CH:35][C:34]2[C:29](=[CH:30][CH:31]=[CH:32][CH:33]=2)[CH2:28]1.[C:37](=O)([O-])[O-].[K+].[K+]. Product: [CH3:1][O:2][C:3]([C:5]1[C:9]2[N:10]=[CH:11][N:12]([CH2:37][C:28]3[C:29]4[C:34](=[CH:33][CH:32]=[CH:31][CH:30]=4)[CH:35]=[CH:36][N:27]=3)[C:13](=[O:14])[C:8]=2[N:7]([CH2:15][O:16][CH2:17][CH2:18][Si:19]([CH3:22])([CH3:21])[CH3:20])[C:6]=1[Cl:23])=[O:4]. The catalyst class is: 9. (3) Reactant: [C:1]([O:5][C:6](=[O:15])[NH:7][C@@H:8]([CH2:11][CH2:12][CH2:13][OH:14])[CH2:9][OH:10])([CH3:4])([CH3:3])[CH3:2].CO[C:18](OC)([CH3:20])[CH3:19].O.C1(C)C=CC(S(O)(=O)=O)=CC=1.C(=O)([O-])O.[Na+]. Product: [OH:14][CH2:13][CH2:12][CH2:11][C@H:8]1[CH2:9][O:10][C:18]([CH3:20])([CH3:19])[N:7]1[C:6]([O:5][C:1]([CH3:4])([CH3:2])[CH3:3])=[O:15]. The catalyst class is: 22. (4) Reactant: [OH:1][C:2]1[CH:7]=[CH:6][C:5]([S:8][C:9]2[S:10][C:11]([CH2:20][CH2:21][C:22]([O:24][CH3:25])=[O:23])=[C:12]([C:14]3[CH:19]=[CH:18][CH:17]=[CH:16][CH:15]=3)[N:13]=2)=[CH:4][CH:3]=1.Cl[CH2:27][C:28]1[N:29]=[C:30]([C:34]2[CH:39]=[CH:38][CH:37]=[CH:36][CH:35]=2)[O:31][C:32]=1[CH3:33].C(=O)([O-])[O-].[K+].[K+].CN(C)C=O. Product: [CH3:33][C:32]1[O:31][C:30]([C:34]2[CH:35]=[CH:36][CH:37]=[CH:38][CH:39]=2)=[N:29][C:28]=1[CH2:27][O:1][C:2]1[CH:7]=[CH:6][C:5]([S:8][C:9]2[S:10][C:11]([CH2:20][CH2:21][C:22]([O:24][CH3:25])=[O:23])=[C:12]([C:14]3[CH:19]=[CH:18][CH:17]=[CH:16][CH:15]=3)[N:13]=2)=[CH:4][CH:3]=1. The catalyst class is: 6. (5) Reactant: Cl.[CH3:2][O:3][C:4]1[CH:16]=[CH:15][C:7]([CH2:8][C@@H:9]([C:11]([O:13][CH3:14])=[O:12])[NH2:10])=[CH:6][CH:5]=1.C(N(CC)CC)C.[C:24]([O:27][C:28]1[CH:38]=[CH:37][C:31]([CH:32]=[CH:33][C:34](O)=[O:35])=[CH:30][CH:29]=1)(=[O:26])[CH3:25].CCN=C=NCCCN(C)C.Cl. Product: [C:24]([O:27][C:28]1[CH:38]=[CH:37][C:31]([CH:32]=[CH:33][C:34]([NH:10][C@H:9]([C:11]([O:13][CH3:14])=[O:12])[CH2:8][C:7]2[CH:6]=[CH:5][C:4]([O:3][CH3:2])=[CH:16][CH:15]=2)=[O:35])=[CH:30][CH:29]=1)(=[O:26])[CH3:25]. The catalyst class is: 2. (6) Reactant: [NH2:1][C@@H:2]([CH2:16][C:17]1[CH:22]=[C:21]([F:23])[CH:20]=[C:19]([F:24])[CH:18]=1)[C@H:3]([OH:15])[CH2:4][NH:5][CH2:6][C:7]1[CH:12]=[CH:11][CH:10]=[C:9]([O:13][CH3:14])[CH:8]=1.C(N(CC)CC)C.[CH3:32][C:33]1[CH:34]=[C:35]([C:42]([N:44]([CH2:48][CH2:49][CH3:50])[CH2:45][CH2:46][CH3:47])=[O:43])[CH:36]=[C:37]([CH:41]=1)[C:38](O)=[O:39].ON1C2C=CC=CC=2N=N1.Cl.CN(C)CCCN=C=NCC. Product: [F:24][C:19]1[CH:18]=[C:17]([CH:22]=[C:21]([F:23])[CH:20]=1)[CH2:16][C@H:2]([NH:1][C:38](=[O:39])[C:37]1[CH:41]=[C:33]([CH3:32])[CH:34]=[C:35]([C:42]([N:44]([CH2:45][CH2:46][CH3:47])[CH2:48][CH2:49][CH3:50])=[O:43])[CH:36]=1)[C@H:3]([OH:15])[CH2:4][NH:5][CH2:6][C:7]1[CH:12]=[CH:11][CH:10]=[C:9]([O:13][CH3:14])[CH:8]=1. The catalyst class is: 3.